This data is from Full USPTO retrosynthesis dataset with 1.9M reactions from patents (1976-2016). The task is: Predict the reactants needed to synthesize the given product. (1) Given the product [F:28][C:27]([F:30])([F:29])[CH:16]([C:12]1[CH:11]=[C:10]([C:7]2[CH:8]=[CH:9][C:4]([N+:1]([O-:3])=[O:2])=[C:5]([N:18]3[CH2:22][CH2:21][CH2:20][CH2:19]3)[CH:6]=2)[CH:15]=[CH:14][CH:13]=1)[OH:17], predict the reactants needed to synthesize it. The reactants are: [N+:1]([C:4]1[CH:9]=[CH:8][C:7]([C:10]2[CH:15]=[CH:14][CH:13]=[C:12]([CH:16]=[O:17])[CH:11]=2)=[CH:6][C:5]=1[N:18]1[CH2:22][CH2:21][CH2:20][CH2:19]1)([O-:3])=[O:2].[Si]([C:27]([F:30])([F:29])[F:28])(C)(C)C.F[Si](C)(C)C.Cl. (2) Given the product [CH3:23][C:20]1[CH:21]=[CH:22][C:17]2[CH2:16][C:14]3[C:10]([C:11](=[O:12])[C:18]=2[CH:19]=1)=[CH:9][C:8]1[C:24](=[O:26])[C:27]2[C:5](=[CH:4][CH:3]=[C:2]([CH3:1])[CH:28]=2)[CH2:6][C:7]=1[CH:15]=3, predict the reactants needed to synthesize it. The reactants are: [CH3:1][C:2]1[CH:28]=[CH:27][C:5]([CH2:6][C:7]2[CH:15]=[C:14]([CH2:16][C:17]3[CH:22]=[CH:21][C:20]([CH3:23])=[CH:19][CH:18]=3)[C:10]([C:11](O)=[O:12])=[CH:9][C:8]=2[C:24]([OH:26])=O)=[CH:4][CH:3]=1.FC(F)(F)C(O)=O.FC(F)(F)S(O)(=O)=O. (3) Given the product [Cl:1][C:2]1[CH:7]=[C:6]([NH:8][C:9]2[CH:14]=[CH:13][C:12]([F:15])=[CH:11][C:10]=2[F:16])[CH:5]=[CH:4][C:3]=1[C:17]([C:19]1[CH:24]=[C:23]([O:25][CH2:28][CH2:29][CH2:30][OH:31])[CH:22]=[CH:21][C:20]=1[F:26])=[O:18], predict the reactants needed to synthesize it. The reactants are: [Cl:1][C:2]1[CH:7]=[C:6]([NH:8][C:9]2[CH:14]=[CH:13][C:12]([F:15])=[CH:11][C:10]=2[F:16])[CH:5]=[CH:4][C:3]=1[C:17]([C:19]1[CH:24]=[C:23]([OH:25])[CH:22]=[CH:21][C:20]=1[F:26])=[O:18].Cl[CH2:28][CH2:29][CH2:30][OH:31].C([O-])([O-])=O.[K+].[K+].[Na+].[I-]. (4) The reactants are: [F:1][CH:2]([F:24])[C:3]1[N:8]2[N:9]=[CH:10][C:11]([C:12]#[CH:13])=[C:7]2[N:6]=[C:5]([C:14]2[CH:19]=[CH:18][C:17]([C:20]([F:23])([F:22])[F:21])=[CH:16][CH:15]=2)[CH:4]=1.[CH3:25][N:26]([CH3:39])[CH2:27][CH2:28][NH:29][S:30]([C:33]1[S:34][C:35](Br)=[CH:36][CH:37]=1)(=[O:32])=[O:31]. Given the product [CH3:25][N:26]([CH3:39])[CH2:27][CH2:28][NH:29][S:30]([C:33]1[S:34][C:35]([C:13]#[C:12][C:11]2[CH:10]=[N:9][N:8]3[C:3]([CH:2]([F:1])[F:24])=[CH:4][C:5]([C:14]4[CH:19]=[CH:18][C:17]([C:20]([F:23])([F:22])[F:21])=[CH:16][CH:15]=4)=[N:6][C:7]=23)=[CH:36][CH:37]=1)(=[O:32])=[O:31], predict the reactants needed to synthesize it. (5) The reactants are: [CH:1]1([CH2:4][O:5][C:6]2[CH:11]=[CH:10][C:9]([O:12][CH3:13])=[CH:8][C:7]=2[C:14]2[CH:19]=[CH:18][N:17]=[C:16]3[C:20]([C:32](O)=[O:33])=[C:21]([CH3:31])[N:22]([CH2:23][O:24][CH2:25][CH2:26][Si:27]([CH3:30])([CH3:29])[CH3:28])[C:15]=23)[CH2:3][CH2:2]1.[NH2:35][CH:36]1[CH2:41][CH2:40][N:39]([C:42]([O:44][C:45]([CH3:48])([CH3:47])[CH3:46])=[O:43])[CH2:38][CH2:37]1. Given the product [CH:1]1([CH2:4][O:5][C:6]2[CH:11]=[CH:10][C:9]([O:12][CH3:13])=[CH:8][C:7]=2[C:14]2[CH:19]=[CH:18][N:17]=[C:16]3[C:20]([C:32]([NH:35][CH:36]4[CH2:37][CH2:38][N:39]([C:42]([O:44][C:45]([CH3:48])([CH3:47])[CH3:46])=[O:43])[CH2:40][CH2:41]4)=[O:33])=[C:21]([CH3:31])[N:22]([CH2:23][O:24][CH2:25][CH2:26][Si:27]([CH3:29])([CH3:28])[CH3:30])[C:15]=23)[CH2:3][CH2:2]1, predict the reactants needed to synthesize it. (6) Given the product [OH:27][C:21]1([C:19]#[C:20][C:2]2[CH:3]=[CH:4][C:5]3[O:14][CH2:13][CH2:12][N:11]4[C:7](=[N:8][C:9]([C:15]([NH2:17])=[O:16])=[CH:10]4)[C:6]=3[CH:18]=2)[CH2:25][CH2:24][N:23]([CH3:26])[CH2:22]1, predict the reactants needed to synthesize it. The reactants are: Br[C:2]1[CH:3]=[CH:4][C:5]2[O:14][CH2:13][CH2:12][N:11]3[C:7](=[N:8][C:9]([C:15]([NH2:17])=[O:16])=[CH:10]3)[C:6]=2[CH:18]=1.[C:19]([C:21]1([OH:27])[CH2:25][CH2:24][N:23]([CH3:26])[CH2:22]1)#[CH:20].